From a dataset of Reaction yield outcomes from USPTO patents with 853,638 reactions. Predict the reaction yield, written as a fraction of the theoretical maximum amount of product (1.0 means a 100% yield; for example, 0.34 means a 34% yield). (1) The reactants are [NH2:1][C:2]1[CH:7]=[C:6]([O:8][CH3:9])[C:5]([O:10][Si:11]([C:24]([CH3:27])([CH3:26])[CH3:25])([C:18]2[CH:23]=[CH:22][CH:21]=[CH:20][CH:19]=2)[C:12]2[CH:17]=[CH:16][CH:15]=[CH:14][CH:13]=2)=[CH:4][C:3]=1[NH:28][CH:29]=O.S([O-])([O-])(=O)=O.[Mg+2].C1(C)C=CC(S([O-])(=O)=O)=CC=1.[NH+]1C=CC=CC=1.C([O-])(O)=O.[Na+]. The catalyst is C(Cl)(Cl)Cl. The product is [CH3:27][C:24]([Si:11]([C:18]1[CH:19]=[CH:20][CH:21]=[CH:22][CH:23]=1)([C:12]1[CH:13]=[CH:14][CH:15]=[CH:16][CH:17]=1)[O:10][C:5]1[C:6]([O:8][CH3:9])=[CH:7][C:2]2[NH:1][CH:29]=[N:28][C:3]=2[CH:4]=1)([CH3:25])[CH3:26]. The yield is 0.520. (2) The reactants are [Br:1][C:2]1[N:3]([CH2:21][C:22]([OH:24])=O)[C:4]2[C:9]([C:10]=1[CH:11]1[CH2:16][CH2:15][CH2:14][CH2:13][CH2:12]1)=[CH:8][CH:7]=[C:6]([C:17]([O:19][CH3:20])=[O:18])[CH:5]=2.Cl.[CH3:26][NH:27][CH3:28].CN(C(ON1N=NC2C=CC=NC1=2)=[N+](C)C)C.F[P-](F)(F)(F)(F)F.CCN(C(C)C)C(C)C. The catalyst is CN(C=O)C.CCOC(C)=O. The product is [Br:1][C:2]1[N:3]([CH2:21][C:22]([N:27]([CH3:28])[CH3:26])=[O:24])[C:4]2[C:9]([C:10]=1[CH:11]1[CH2:16][CH2:15][CH2:14][CH2:13][CH2:12]1)=[CH:8][CH:7]=[C:6]([C:17]([O:19][CH3:20])=[O:18])[CH:5]=2. The yield is 0.900. (3) The reactants are B(Br)(Br)Br.[CH:5]1([CH2:10][CH:11]([C:20]2[CH:25]=[CH:24][C:23]([O:26]C)=[C:22]([O:28]C)[CH:21]=2)[C:12]([NH:14][C:15]2[S:16][CH:17]=[CH:18][N:19]=2)=[O:13])[CH2:9][CH2:8][CH2:7][CH2:6]1.[OH-].[NH4+].O. The catalyst is C(Cl)Cl. The product is [CH:5]1([CH2:10][CH:11]([C:20]2[CH:25]=[CH:24][C:23]([OH:26])=[C:22]([OH:28])[CH:21]=2)[C:12]([NH:14][C:15]2[S:16][CH:17]=[CH:18][N:19]=2)=[O:13])[CH2:9][CH2:8][CH2:7][CH2:6]1. The yield is 0.157. (4) The catalyst is CO.[Pd]. The reactants are C([O:8][C:9]1[N:14]=[C:13]([N:15]2[CH2:36][CH2:35][C:18]3([C:22](=[O:23])[N:21]([C:24]4[CH:29]=[CH:28][C:27]([O:30][C:31]([F:34])([F:33])[F:32])=[CH:26][CH:25]=4)[CH2:20][CH2:19]3)[CH2:17][CH2:16]2)[CH:12]=[CH:11][CH:10]=1)C1C=CC=CC=1. The product is [OH:8][C:9]1[N:14]=[C:13]([N:15]2[CH2:36][CH2:35][C:18]3([C:22](=[O:23])[N:21]([C:24]4[CH:29]=[CH:28][C:27]([O:30][C:31]([F:32])([F:34])[F:33])=[CH:26][CH:25]=4)[CH2:20][CH2:19]3)[CH2:17][CH2:16]2)[CH:12]=[CH:11][CH:10]=1. The yield is 0.230. (5) The reactants are F[C:2]1[CH:11]=[CH:10][CH:9]=[C:8]2[C:3]=1[C:4]([NH:12][C:13]1[CH:18]=[CH:17][C:16]([O:19][C:20]3[CH:21]=[N:22][C:23]([CH3:26])=[CH:24][CH:25]=3)=[C:15]([CH3:27])[CH:14]=1)=[N:5][CH:6]=[N:7]2.[CH3:28][NH:29][C@@H:30]([CH3:33])[CH2:31][OH:32]. No catalyst specified. The product is [CH3:28][NH:29][C@@H:30]([CH3:33])[CH2:31][O:32][C:2]1[CH:11]=[CH:10][CH:9]=[C:8]2[C:3]=1[C:4]([NH:12][C:13]1[CH:18]=[CH:17][C:16]([O:19][C:20]3[CH:21]=[N:22][C:23]([CH3:26])=[CH:24][CH:25]=3)=[C:15]([CH3:27])[CH:14]=1)=[N:5][CH:6]=[N:7]2. The yield is 0.710. (6) The reactants are C(OC([NH:8][C@H:9]([C:11]([NH:13][CH:14]1[N:20]=[C:19]([C:21]2[CH:26]=[CH:25][CH:24]=[CH:23][N:22]=2)[C:18]2[CH:27]=[CH:28][CH:29]=[CH:30][C:17]=2[N:16]([CH2:31][C:32](=[O:37])[C:33]([CH3:36])([CH3:35])[CH3:34])[C:15]1=[O:38])=[O:12])[CH3:10])=O)(C)(C)C.C(O)(C(F)(F)F)=O. No catalyst specified. The product is [NH2:8][C@H:9]([C:11]([NH:13][CH:14]1[N:20]=[C:19]([C:21]2[CH:26]=[CH:25][CH:24]=[CH:23][N:22]=2)[C:18]2[CH:27]=[CH:28][CH:29]=[CH:30][C:17]=2[N:16]([CH2:31][C:32](=[O:37])[C:33]([CH3:35])([CH3:34])[CH3:36])[C:15]1=[O:38])=[O:12])[CH3:10]. The yield is 0.930. (7) The reactants are I[C:2]1[C:10]2[C:5](=[CH:6][C:7]([C@H:11]3[C@@:13]4([C:21]5[C:16](=[CH:17][CH:18]=[C:19]([O:22][CH3:23])[CH:20]=5)[NH:15][C:14]4=[O:24])[CH2:12]3)=[CH:8][CH:9]=2)[NH:4][N:3]=1.[C:25]([O:28][CH:29]1[CH2:34][CH2:33][N:32]([C:35]2[CH:40]=[CH:39][C:38](B3OC(C)(C)C(C)(C)O3)=[CH:37][CH:36]=2)[CH2:31][CH2:30]1)(=[O:27])[CH3:26]. No catalyst specified. The product is [C:25]([O:28][CH:29]1[CH2:30][CH2:31][N:32]([C:35]2[CH:40]=[CH:39][C:38]([C:2]3[C:10]4[C:5](=[CH:6][C:7]([C@H:11]5[C@@:13]6([C:21]7[C:16](=[CH:17][CH:18]=[C:19]([O:22][CH3:23])[CH:20]=7)[NH:15][C:14]6=[O:24])[CH2:12]5)=[CH:8][CH:9]=4)[NH:4][N:3]=3)=[CH:37][CH:36]=2)[CH2:33][CH2:34]1)(=[O:27])[CH3:26]. The yield is 0.410. (8) The reactants are [NH2:1][C:2]([CH3:15])([CH3:14])[CH2:3][C:4]1[CH:5]=[C:6]([CH:11]=[CH:12][CH:13]=1)[C:7]([O:9][CH3:10])=[O:8].[CH2:16]([O:23][C:24]1[CH:25]=[CH:26][C:27]([C@@H:35]([O:38][Si:39]([C:42]([CH3:45])([CH3:44])[CH3:43])([CH3:41])[CH3:40])[CH2:36]Br)=[C:28]2[C:33]=1[NH:32][C:31](=[O:34])[CH:30]=[CH:29]2)[C:17]1[CH:22]=[CH:21][CH:20]=[CH:19][CH:18]=1. No catalyst specified. The product is [CH2:16]([O:23][C:24]1[CH:25]=[CH:26][C:27]([C@@H:35]([O:38][Si:39]([C:42]([CH3:43])([CH3:45])[CH3:44])([CH3:41])[CH3:40])[CH2:36][NH:1][C:2]([CH3:15])([CH3:14])[CH2:3][C:4]2[CH:5]=[C:6]([CH:11]=[CH:12][CH:13]=2)[C:7]([O:9][CH3:10])=[O:8])=[C:28]2[C:33]=1[NH:32][C:31](=[O:34])[CH:30]=[CH:29]2)[C:17]1[CH:18]=[CH:19][CH:20]=[CH:21][CH:22]=1. The yield is 0.490.